This data is from TCR-epitope binding with 47,182 pairs between 192 epitopes and 23,139 TCRs. The task is: Binary Classification. Given a T-cell receptor sequence (or CDR3 region) and an epitope sequence, predict whether binding occurs between them. The epitope is VLAWLYAAV. The TCR CDR3 sequence is CASSDYSGGLSEQFF. Result: 1 (the TCR binds to the epitope).